From a dataset of Catalyst prediction with 721,799 reactions and 888 catalyst types from USPTO. Predict which catalyst facilitates the given reaction. (1) Reactant: [F:1][C:2]([F:11])([F:10])[C:3]1[CH:8]=[CH:7][N:6]=[C:5]([OH:9])[CH:4]=1.Br[CH2:13][C:14]([O:16][CH2:17][CH3:18])=[O:15]. Product: [F:11][C:2]([F:1])([F:10])[C:3]1[CH:8]=[CH:7][N:6]=[C:5]([O:9][CH2:13][C:14]([O:16][CH2:17][CH3:18])=[O:15])[CH:4]=1. The catalyst class is: 11. (2) Reactant: [CH2:1]([O:8][C:9](=[O:27])[NH:10][C@H:11]1[C:20]2[C:15](=[CH:16][CH:17]=[C:18]([C:21]([F:24])([F:23])[F:22])[CH:19]=2)[NH:14][C@@H:13]([CH2:25][CH3:26])[CH2:12]1)[C:2]1[CH:7]=[CH:6][CH:5]=[CH:4][CH:3]=1.N1C=CC=CC=1.Cl[C:35]([O:37][CH2:38][CH3:39])=[O:36].ClC([O-])=O.[OH-].[Na+]. Product: [CH2:38]([O:37][C:35]([N:14]1[C:15]2[C:20](=[CH:19][C:18]([C:21]([F:24])([F:22])[F:23])=[CH:17][CH:16]=2)[C@H:11]([NH:10][C:9]([O:8][CH2:1][C:2]2[CH:3]=[CH:4][CH:5]=[CH:6][CH:7]=2)=[O:27])[CH2:12][C@@H:13]1[CH2:25][CH3:26])=[O:36])[CH3:39]. The catalyst class is: 4.